From a dataset of Reaction yield outcomes from USPTO patents with 853,638 reactions. Predict the reaction yield, written as a fraction of the theoretical maximum amount of product (1.0 means a 100% yield; for example, 0.34 means a 34% yield). (1) The reactants are [F:1][C:2]1[CH:36]=[C:35]([NH:37][C:38]([NH:40][C:41](=[O:49])[CH2:42][C:43]2[CH:48]=[CH:47][CH:46]=[CH:45][CH:44]=2)=[S:39])[CH:34]=[CH:33][C:3]=1[O:4][C:5]1[CH:10]=[CH:9][N:8]=[C:7]2[CH:11]=[C:12]([C:14]3[CH:15]=[C:16]([CH:30]=[CH:31][CH:32]=3)[CH2:17][N:18]([CH2:26][CH2:27][O:28][CH3:29])C(=O)OC(C)(C)C)[S:13][C:6]=12.C(O)(C(F)(F)F)=O. The catalyst is C(Cl)Cl. The product is [F:1][C:2]1[CH:36]=[C:35]([NH:37][C:38]([NH:40][C:41](=[O:49])[CH2:42][C:43]2[CH:44]=[CH:45][CH:46]=[CH:47][CH:48]=2)=[S:39])[CH:34]=[CH:33][C:3]=1[O:4][C:5]1[CH:10]=[CH:9][N:8]=[C:7]2[CH:11]=[C:12]([C:14]3[CH:32]=[CH:31][CH:30]=[C:16]([CH2:17][NH:18][CH2:26][CH2:27][O:28][CH3:29])[CH:15]=3)[S:13][C:6]=12. The yield is 0.630. (2) The reactants are [C:1]1([CH2:7][N:8]([CH2:22][C:23]2[CH:28]=[CH:27][CH:26]=[CH:25][CH:24]=2)[CH:9]2[CH2:14][CH2:13][N:12](C(OC(C)(C)C)=O)[CH2:11][CH2:10]2)[CH:6]=[CH:5][CH:4]=[CH:3][CH:2]=1.C(O)(C(F)(F)F)=O. The catalyst is ClCCl. The product is [C:23]1([CH2:22][N:8]([CH2:7][C:1]2[CH:2]=[CH:3][CH:4]=[CH:5][CH:6]=2)[CH:9]2[CH2:14][CH2:13][NH:12][CH2:11][CH2:10]2)[CH:24]=[CH:25][CH:26]=[CH:27][CH:28]=1. The yield is 1.00. (3) The reactants are [CH:1]12[CH2:7][CH:4]([CH2:5][CH2:6]1)[CH2:3][CH:2]2[C:8]1[NH:12][C:11]2[C:13]([O:33]C)=[CH:14][CH:15]=[C:16]([C:17]([NH:19][C@H:20]3[CH2:25][CH2:24][CH2:23][N:22](C(OC(C)(C)C)=O)[CH2:21]3)=[O:18])[C:10]=2[N:9]=1.B(Br)(Br)Br. No catalyst specified. The product is [CH:1]12[CH2:7][CH:4]([CH2:5][CH2:6]1)[CH2:3][CH:2]2[C:8]1[NH:12][C:11]2[C:13]([OH:33])=[CH:14][CH:15]=[C:16]([C:17]([NH:19][C@H:20]3[CH2:25][CH2:24][CH2:23][NH:22][CH2:21]3)=[O:18])[C:10]=2[N:9]=1. The yield is 0.520.